Dataset: Reaction yield outcomes from USPTO patents with 853,638 reactions. Task: Predict the reaction yield, written as a fraction of the theoretical maximum amount of product (1.0 means a 100% yield; for example, 0.34 means a 34% yield). (1) The reactants are [C:1]1([CH3:10])[C:2]([C:7](Cl)=[O:8])=[CH:3][CH:4]=[CH:5][CH:6]=1.C(N(CC)CC)C.[C:18]([NH2:22])([CH3:21])([CH3:20])[CH3:19]. The catalyst is C(Cl)Cl.O. The product is [C:18]([NH:22][C:7](=[O:8])[C:2]1[CH:3]=[CH:4][CH:5]=[CH:6][C:1]=1[CH3:10])([CH3:21])([CH3:20])[CH3:19]. The yield is 0.970. (2) The reactants are O=C[C@@H]([C@H]([C@@H]([C@@H](CO)O)O)O)O.C1C=[N+]([C@@H]2O[C@H](COP(OP(OC[C@H]3O[C@@H](N4C5N=CN=C(N)C=5N=C4)[C@H](OP(O)(O)=O)[C@@H]3O)(O)=O)(O)=O)[C@@H](O)[C@H]2O)C=C(C(N)=O)C=1.[Cl:61][CH2:62][C:63](=[O:80])[C@@H:64]([NH:72][C:73]([O:75][C:76]([CH3:79])([CH3:78])[CH3:77])=[O:74])[CH2:65][C:66]1[CH:71]=[CH:70][CH:69]=[CH:68][CH:67]=1.[OH-].[Na+]. No catalyst specified. The product is [Cl:61][CH2:62][C@H:63]([OH:80])[C@@H:64]([NH:72][C:73]([O:75][C:76]([CH3:78])([CH3:77])[CH3:79])=[O:74])[CH2:65][C:66]1[CH:71]=[CH:70][CH:69]=[CH:68][CH:67]=1. The yield is 0.990. (3) The reactants are [OH:1][CH2:2][CH2:3][CH2:4][CH2:5][S:6][C:7]1[CH:12]=[CH:11][C:10]([C:13]2[CH:18]=[CH:17][N:16]=[C:15]([NH:19][C:20]3[CH:28]=[CH:27][C:23]([C:24](O)=[O:25])=[CH:22][CH:21]=3)[N:14]=2)=[CH:9][CH:8]=1.[O:29]1[CH:33]=[CH:32][CH:31]=[C:30]1[C:34]([N:36]1[CH2:41][CH2:40][NH:39][CH2:38][CH2:37]1)=[O:35].CCN=C=NCCCN(C)C.C1C=CC2N(O)N=NC=2C=1. The catalyst is C1COCC1.C(Cl)Cl. The product is [O:29]1[CH:33]=[CH:32][CH:31]=[C:30]1[C:34]([N:36]1[CH2:37][CH2:38][N:39]([C:24]([C:23]2[CH:22]=[CH:21][C:20]([NH:19][C:15]3[N:14]=[C:13]([C:10]4[CH:9]=[CH:8][C:7]([S:6][CH2:5][CH2:4][CH2:3][CH2:2][OH:1])=[CH:12][CH:11]=4)[CH:18]=[CH:17][N:16]=3)=[CH:28][CH:27]=2)=[O:25])[CH2:40][CH2:41]1)=[O:35]. The yield is 0.0900. (4) The reactants are Br[C:2]1[CH:7]=[CH:6][C:5]([S:8]([NH:11][CH3:12])(=[O:10])=[O:9])=[CH:4][CH:3]=1.[B:13](OC(C)C)([O:18]C(C)C)[O:14]C(C)C.[Li]CCCC.Cl. The catalyst is C1COCC1. The product is [CH3:12][NH:11][S:8]([C:5]1[CH:6]=[CH:7][C:2]([B:13]([OH:18])[OH:14])=[CH:3][CH:4]=1)(=[O:10])=[O:9]. The yield is 0.960. (5) The reactants are [CH:1]1([C:4]#[C:5][C:6]2[CH:35]=[CH:34][C:9]([C:10]([N:12]([CH2:16][C:17]3[CH:33]=[CH:32][CH:31]=[CH:30][C:18]=3[O:19][CH2:20][CH2:21][CH2:22][CH2:23][CH2:24][C:25]([O:27]CC)=[O:26])[CH:13]([CH3:15])[CH3:14])=[O:11])=[CH:8][CH:7]=2)[CH2:3][CH2:2]1.C(O)C.O.[OH-].[Li+].Cl. The catalyst is C1COCC1.O. The product is [CH:1]1([C:4]#[C:5][C:6]2[CH:35]=[CH:34][C:9]([C:10]([N:12]([CH2:16][C:17]3[CH:33]=[CH:32][CH:31]=[CH:30][C:18]=3[O:19][CH2:20][CH2:21][CH2:22][CH2:23][CH2:24][C:25]([OH:27])=[O:26])[CH:13]([CH3:14])[CH3:15])=[O:11])=[CH:8][CH:7]=2)[CH2:3][CH2:2]1. The yield is 0.722.